The task is: Regression. Given two drug SMILES strings and cell line genomic features, predict the synergy score measuring deviation from expected non-interaction effect.. This data is from NCI-60 drug combinations with 297,098 pairs across 59 cell lines. (1) Drug 1: CC12CCC3C(C1CCC2=O)CC(=C)C4=CC(=O)C=CC34C. Drug 2: CS(=O)(=O)CCNCC1=CC=C(O1)C2=CC3=C(C=C2)N=CN=C3NC4=CC(=C(C=C4)OCC5=CC(=CC=C5)F)Cl. Cell line: OVCAR-4. Synergy scores: CSS=18.1, Synergy_ZIP=-0.945, Synergy_Bliss=-1.10, Synergy_Loewe=-3.15, Synergy_HSA=-1.13. (2) Drug 1: C1C(C(OC1N2C=NC3=C(N=C(N=C32)Cl)N)CO)O. Drug 2: CC1=C(C(=O)C2=C(C1=O)N3CC4C(C3(C2COC(=O)N)OC)N4)N. Cell line: A549. Synergy scores: CSS=60.2, Synergy_ZIP=3.02, Synergy_Bliss=1.38, Synergy_Loewe=-0.602, Synergy_HSA=6.10. (3) Drug 1: CCC1(CC2CC(C3=C(CCN(C2)C1)C4=CC=CC=C4N3)(C5=C(C=C6C(=C5)C78CCN9C7C(C=CC9)(C(C(C8N6C)(C(=O)OC)O)OC(=O)C)CC)OC)C(=O)OC)O.OS(=O)(=O)O. Drug 2: N.N.Cl[Pt+2]Cl. Cell line: EKVX. Synergy scores: CSS=5.01, Synergy_ZIP=0.646, Synergy_Bliss=2.42, Synergy_Loewe=-1.40, Synergy_HSA=-1.29.